From a dataset of Forward reaction prediction with 1.9M reactions from USPTO patents (1976-2016). Predict the product of the given reaction. (1) Given the reactants C(O[BH-](OC(=O)C)OC(=O)C)(=O)C.[Na+].[C:15]1([C:21]2[CH:25]=[C:24]([CH:26]=O)[O:23][N:22]=2)[CH:20]=[CH:19][CH:18]=[CH:17][CH:16]=1.[NH:28]1[CH2:33][CH2:32][CH:31]([CH2:34][OH:35])[CH2:30][CH2:29]1, predict the reaction product. The product is: [C:15]1([C:21]2[CH:25]=[C:24]([CH2:26][N:28]3[CH2:33][CH2:32][CH:31]([CH2:34][OH:35])[CH2:30][CH2:29]3)[O:23][N:22]=2)[CH:16]=[CH:17][CH:18]=[CH:19][CH:20]=1. (2) Given the reactants [NH:1]1[CH:5]=[CH:4][CH:3]=[C:2]1[C:6]([OH:8])=O.C(Cl)(=O)C(Cl)=O.CN(C)C=O.[N:20]1[CH:25]=[CH:24][C:23]([C:26]2[CH:31]=[CH:30][C:29]([NH2:32])=[CH:28][CH:27]=2)=[CH:22][CH:21]=1, predict the reaction product. The product is: [N:20]1[CH:25]=[CH:24][C:23]([C:26]2[CH:31]=[CH:30][C:29]([NH:32][C:6]([C:2]3[NH:1][CH:5]=[CH:4][CH:3]=3)=[O:8])=[CH:28][CH:27]=2)=[CH:22][CH:21]=1. (3) Given the reactants [Cl:1][C:2]1[CH:3]=[CH:4][CH:5]=[C:6]2[C:10]=1[C:9](=[O:11])[N:8]([C:12]1[CH:13]=[C:14]([CH:32]=[CH:33][CH:34]=1)[C:15]([NH:17][CH2:18][CH2:19]C1CCN(C3C=CN=CC=3)CC1)=[O:16])[CH2:7]2.[CH:35]1([N:41]2CCN[CH2:43][CH2:42]2)[CH2:40][CH2:39][CH2:38][CH2:37][CH2:36]1.ClC1C=CC=C2C=1C(=O)N(C1C=C(C=CC=1)C(O)=O)C2, predict the reaction product. The product is: [Cl:1][C:2]1[CH:3]=[CH:4][CH:5]=[C:6]2[C:10]=1[C:9](=[O:11])[N:8]([C:12]1[CH:34]=[CH:33][CH:32]=[C:14]([C:15]([N:17]3[CH2:43][CH2:42][N:41]([CH:35]4[CH2:40][CH2:39][CH2:38][CH2:37][CH2:36]4)[CH2:19][CH2:18]3)=[O:16])[CH:13]=1)[CH2:7]2. (4) Given the reactants Br[C:2]1[CH:10]=[C:9]2[C:5]([C:6]([CH2:20][N:21]([CH3:29])[C:22](=[O:28])[O:23][C:24]([CH3:27])([CH3:26])[CH3:25])=[CH:7][N:8]2[S:11]([C:14]2[CH:15]=[N:16][CH:17]=[CH:18][CH:19]=2)(=[O:13])=[O:12])=[CH:4][CH:3]=1.[CH3:30][O:31][C:32]1[CH:37]=[CH:36][C:35](B(O)O)=[CH:34][CH:33]=1.C(=O)([O-])[O-].[K+].[K+], predict the reaction product. The product is: [CH3:30][O:31][C:32]1[CH:37]=[CH:36][C:35]([C:2]2[CH:10]=[C:9]3[C:5]([C:6]([CH2:20][N:21]([CH3:29])[C:22](=[O:28])[O:23][C:24]([CH3:25])([CH3:27])[CH3:26])=[CH:7][N:8]3[S:11]([C:14]3[CH:15]=[N:16][CH:17]=[CH:18][CH:19]=3)(=[O:12])=[O:13])=[CH:4][CH:3]=2)=[CH:34][CH:33]=1. (5) Given the reactants [CH3:1][O:2][C:3]([C:5]1[C:6]([OH:29])=[C:7]2[C:12](=[CH:13][N:14]=1)[N:11]([CH2:15][C:16]1[CH:21]=[CH:20][CH:19]=[CH:18][CH:17]=1)[C:10](=[O:22])[C:9]([C:23]1[CH:28]=[CH:27][CH:26]=[CH:25][CH:24]=1)=[CH:8]2)=[O:4].[Br:30]N1C(=O)CCC1=O, predict the reaction product. The product is: [CH3:1][O:2][C:3]([C:5]1[C:6]([OH:29])=[C:7]2[C:12](=[C:13]([Br:30])[N:14]=1)[N:11]([CH2:15][C:16]1[CH:21]=[CH:20][CH:19]=[CH:18][CH:17]=1)[C:10](=[O:22])[C:9]([C:23]1[CH:28]=[CH:27][CH:26]=[CH:25][CH:24]=1)=[CH:8]2)=[O:4]. (6) Given the reactants [CH2:1]([N:8]([CH:13]=O)[CH2:9][C:10](O)=O)[C:2]1[CH:7]=[CH:6][CH:5]=[CH:4][CH:3]=1.[C:15]([O:19][CH2:20][CH3:21])(=[O:18])[C:16]#C, predict the reaction product. The product is: [CH2:1]([N:8]1[CH:9]=[CH:10][C:16]([C:15]([O:19][CH2:20][CH3:21])=[O:18])=[CH:13]1)[C:2]1[CH:3]=[CH:4][CH:5]=[CH:6][CH:7]=1.